This data is from Forward reaction prediction with 1.9M reactions from USPTO patents (1976-2016). The task is: Predict the product of the given reaction. Given the reactants [NH2:1][OH:2].[OH2:3].[CH3:4][N:5]1[CH:9]=[C:8]([N:10]2[CH:15]=[CH:14][C:13](=O)[C:12]([CH2:17][C:18]3[CH:19]=[C:20]([CH:23]=[CH:24][CH:25]=3)[C:21]#[N:22])=[N:11]2)[CH:7]=[N:6]1, predict the reaction product. The product is: [OH:2][NH:1][C:21]([C:20]1[CH:23]=[CH:24][CH:25]=[C:18]([CH2:17][C:12]2[C:13](=[O:3])[CH:14]=[CH:15][N:10]([C:8]3[CH:7]=[N:6][N:5]([CH3:4])[CH:9]=3)[N:11]=2)[CH:19]=1)=[NH:22].